This data is from Catalyst prediction with 721,799 reactions and 888 catalyst types from USPTO. The task is: Predict which catalyst facilitates the given reaction. Reactant: Cl.[CH2:2]([O:9][NH2:10])[C:3]1[CH:8]=[CH:7][CH:6]=[CH:5][CH:4]=1.CCN(C(C)C)C(C)C.C(Cl)Cl.Cl[C:24]([O:26][CH2:27][C:28]1[CH:33]=[CH:32][CH:31]=[CH:30][CH:29]=1)=[O:25]. Product: [CH2:27]([O:26][C:24](=[O:25])[NH:10][O:9][CH2:2][C:3]1[CH:8]=[CH:7][CH:6]=[CH:5][CH:4]=1)[C:28]1[CH:33]=[CH:32][CH:31]=[CH:30][CH:29]=1. The catalyst class is: 6.